Dataset: Catalyst prediction with 721,799 reactions and 888 catalyst types from USPTO. Task: Predict which catalyst facilitates the given reaction. (1) Product: [Cl:19][CH2:20][C:21]1[N:6]([C:7]2[CH:12]=[CH:11][CH:10]=[CH:9][C:8]=2[Cl:13])[C:4](=[O:5])[C:3]2[C:2](=[CH:17][CH:16]=[C:15]([F:18])[CH:14]=2)[N:1]=1. The catalyst class is: 15. Reactant: [NH2:1][C:2]1[CH:17]=[CH:16][C:15]([F:18])=[CH:14][C:3]=1[C:4]([NH:6][C:7]1[CH:12]=[CH:11][CH:10]=[CH:9][C:8]=1[Cl:13])=[O:5].[Cl:19][CH2:20][C:21](Cl)=O. (2) Reactant: [C:1]([N:8]1[CH:12]=[CH:11]N=[CH:9]1)(N1C=CN=C1)=O.[Cl-].[Mg+2].[Cl-].[C:16]([O:22][CH3:23])(=[O:21])[CH2:17][C:18]([O-:20])=O.[K+].[C:25]([O-:37])(=O)[CH2:26][C:27]([CH2:32][C:33]([O-])=O)([C:29]([O-])=O)O.[Na+].[Na+].[Na+].[C:45](O[CH2:45][CH3:46])(=O)[CH3:46].[CH3:47][CH2:48][CH2:49][CH2:47][CH2:48][CH3:49]. Product: [O:20]=[C:18]([CH2:33][CH2:32][C:27]1[CH:29]=[CH:49][CH:48]=[CH:47][C:26]=1[CH2:25][O:37][CH2:11][CH2:12][N:8]1[CH2:1][CH2:46][CH2:45][CH2:9]1)[CH2:17][C:16]([O:22][CH3:23])=[O:21]. The catalyst class is: 35. (3) The catalyst class is: 1. Product: [C:3]([NH:7][CH2:8][CH2:9][CH2:10][CH2:11][C@H:12]([NH:17][C:18]([O:20][CH2:21][C:22]1[CH:23]=[CH:24][C:25]([C:28]([F:29])([F:30])[F:31])=[CH:26][CH:27]=1)=[O:19])[C:13]([OH:15])=[O:14])(=[O:6])[CH:4]=[CH2:5]. Reactant: [OH-].[Na+].[C:3]([NH:7][CH2:8][CH2:9][CH2:10][CH2:11][C@H:12]([NH:17][C:18]([O:20][CH2:21][C:22]1[CH:27]=[CH:26][C:25]([C:28]([F:31])([F:30])[F:29])=[CH:24][CH:23]=1)=[O:19])[C:13]([O:15]C)=[O:14])(=[O:6])[CH:4]=[CH2:5].Cl.